From a dataset of Reaction yield outcomes from USPTO patents with 853,638 reactions. Predict the reaction yield, written as a fraction of the theoretical maximum amount of product (1.0 means a 100% yield; for example, 0.34 means a 34% yield). (1) The reactants are Cl.[NH2:2][CH2:3][C:4]1[CH:5]=[C:6]2[C:10](=[CH:11][CH:12]=1)[C:9](=[O:13])[N:8]([CH:14]1[CH2:19][CH2:18][C:17](=[O:20])[NH:16][C:15]1=[O:21])[C:7]2=[O:22].[N:23]1[C:32]2[C:27](=[CH:28][CH:29]=[CH:30][CH:31]=2)[CH:26]=[CH:25][C:24]=1[C:33](Cl)=[O:34].CCN(C(C)C)C(C)C. The catalyst is CC#N. The product is [O:21]=[C:15]1[CH:14]([N:8]2[C:7](=[O:22])[C:6]3[C:10](=[CH:11][CH:12]=[C:4]([CH2:3][NH:2][C:33]([C:24]4[CH:25]=[CH:26][C:27]5[C:32](=[CH:31][CH:30]=[CH:29][CH:28]=5)[N:23]=4)=[O:34])[CH:5]=3)[C:9]2=[O:13])[CH2:19][CH2:18][C:17](=[O:20])[NH:16]1. The yield is 0.760. (2) The reactants are [C:1]1([C@H:7]([NH:9][C@@:10]2([C:20]([OH:22])=[O:21])[CH2:15][C@H:14]([OH:16])[CH:13]3[CH:11]2[C@H:12]3[C:17]([OH:19])=[O:18])[CH3:8])[CH:6]=[CH:5][CH:4]=[CH:3][CH:2]=1.[C:23](Cl)(=O)[CH3:24].[CH2:27](O)[CH3:28]. No catalyst specified. The product is [C:1]1([C@H:7]([NH:9][C@@:10]2([C:20]([O:22][CH2:23][CH3:24])=[O:21])[CH2:15][C@H:14]([OH:16])[CH:13]3[CH:11]2[C@H:12]3[C:17]([O:19][CH2:27][CH3:28])=[O:18])[CH3:8])[CH:6]=[CH:5][CH:4]=[CH:3][CH:2]=1. The yield is 0.990. (3) The reactants are C([O:8][C:9]1[CH:10]=[C:11]2[C:15](=[CH:16][CH:17]=1)[NH:14][CH:13]=[CH:12]2)C1C=CC=CC=1.[H-].[Na+].Cl[C:21]1[N:22]=[C:23]([N:40]2[CH2:45][CH2:44][O:43][CH2:42][CH2:41]2)[C:24]2[S:29][C:28]([CH2:30][N:31]3[CH2:36][CH2:35][CH:34]([N:37]([CH3:39])[CH3:38])[CH2:33][CH2:32]3)=[CH:27][C:25]=2[N:26]=1. The catalyst is CN(C=O)C.O.[Cl-].[Na+].C(O)C.ClCCl.[Pd]. The product is [CH3:38][N:37]([CH3:39])[CH:34]1[CH2:35][CH2:36][N:31]([CH2:30][C:28]2[S:29][C:24]3[C:23]([N:40]4[CH2:45][CH2:44][O:43][CH2:42][CH2:41]4)=[N:22][C:21]([N:14]4[C:15]5[C:11](=[CH:10][C:9]([OH:8])=[CH:17][CH:16]=5)[CH:12]=[CH:13]4)=[N:26][C:25]=3[CH:27]=2)[CH2:32][CH2:33]1. The yield is 0.150.